From a dataset of Full USPTO retrosynthesis dataset with 1.9M reactions from patents (1976-2016). Predict the reactants needed to synthesize the given product. (1) Given the product [CH2:29]([N:27]([CH3:28])[C:22]1[C:23]([C:25]#[N:26])=[CH:24][C:18]2[NH:17][C:16](=[O:33])[CH2:15][C:14]([C:10]3[CH:11]=[CH:12][CH:13]=[C:8]([N:7]4[C:3]([CH2:2][N:43]([CH2:39][CH:40]([CH3:42])[CH3:41])[CH3:44])=[CH:4][N:5]=[N:6]4)[CH:9]=3)=[N:20][C:19]=2[CH:21]=1)[CH:30]([CH3:32])[CH3:31], predict the reactants needed to synthesize it. The reactants are: O[CH2:2][C:3]1[N:7]([C:8]2[CH:9]=[C:10]([C:14]3[CH2:15][C:16](=[O:33])[NH:17][C:18]4[CH:24]=[C:23]([C:25]#[N:26])[C:22]([N:27]([CH2:29][CH:30]([CH3:32])[CH3:31])[CH3:28])=[CH:21][C:19]=4[N:20]=3)[CH:11]=[CH:12][CH:13]=2)[N:6]=[N:5][CH:4]=1.S(Cl)(Cl)=O.[Cl-].[CH2:39]([NH:43][CH3:44])[CH:40]([CH3:42])[CH3:41]. (2) Given the product [OH:1][CH2:6][CH2:5][O:4][CH2:3][C:2]1[NH:15][C:14]2[CH:13]=[CH:12][CH:11]=[N:10][C:9]=2[N:8]=1, predict the reactants needed to synthesize it. The reactants are: [O:1]1[CH2:6][CH2:5][O:4][CH2:3][C:2]1=O.[NH2:8][C:9]1[C:14]([NH2:15])=[CH:13][CH:12]=[CH:11][N:10]=1. (3) Given the product [CH2:11]([O:14][C:15]1[CH:22]=[CH:21][C:18]([C:19](=[N:2][OH:3])[NH2:20])=[C:17]([Cl:23])[CH:16]=1)[CH:12]=[CH2:13], predict the reactants needed to synthesize it. The reactants are: Cl.[NH2:2][OH:3].C(N(CC)CC)C.[CH2:11]([O:14][C:15]1[CH:22]=[CH:21][C:18]([C:19]#[N:20])=[C:17]([Cl:23])[CH:16]=1)[CH:12]=[CH2:13]. (4) Given the product [Cl:1][C:2]1[N:7]=[C:6]([N:8]2[C:23](=[O:24])[C:22]3[C:21](=[CH:20][C:19]([C:17]([NH:16][CH2:15][C:14]4[CH:31]=[CH:32][CH:33]=[C:12]([Cl:11])[CH:13]=4)=[O:18])=[CH:27][CH:26]=3)[NH:28][C:29]2=[S:30])[CH:5]=[CH:4][C:3]=1[O:9][CH3:10], predict the reactants needed to synthesize it. The reactants are: [Cl:1][C:2]1[N:7]=[C:6]([NH2:8])[CH:5]=[CH:4][C:3]=1[O:9][CH3:10].[Cl:11][C:12]1[CH:13]=[C:14]([CH:31]=[CH:32][CH:33]=1)[CH2:15][NH:16][C:17]([C:19]1[CH:27]=[CH:26][C:22]([C:23]([O-])=[O:24])=[C:21]([N:28]=[C:29]=[S:30])[CH:20]=1)=[O:18]. (5) Given the product [C:1]([O:5][C:6](=[O:36])[CH2:7][O:8][C:9]1([C:52]#[C:53][C:54]2[CH:59]=[CH:58][CH:57]=[C:56]([S:60]([CH2:63][CH2:64][CH3:65])(=[O:62])=[O:61])[CH:55]=2)[CH:14]=[CH:13][C:12]([C:15]2[S:19][CH:18]=[CH:21][CH:16]=2)=[CH:11][CH2:10]1)([CH3:2])([CH3:3])[CH3:4], predict the reactants needed to synthesize it. The reactants are: [C:1]([O:5][C:6](=[O:36])[CH2:7][O:8][C:9]1[CH:14]=[CH:13][C:12]([C:15]2[S:19][C:18](C)=N[C:16]=2[CH3:21])=[CH:11][C:10]=1C#CC1C=CC=C(S(CCC)(=O)=O)C=1)([CH3:4])([CH3:3])[CH3:2].C(OC(=O)COC1C=CC(Br)=CC=1[C:52]#[C:53][C:54]1[CH:59]=[CH:58][CH:57]=[C:56]([S:60]([CH2:63][CH2:64][CH3:65])(=[O:62])=[O:61])[CH:55]=1)(C)(C)C.CC1(C)C(C)(C)OB(C2SC=CC=2)O1. (6) Given the product [Cl:1][C:2]1[S:3][C:4]([C:10]([O:12][CH2:13][CH3:14])=[O:11])=[C:5]([C:7]([Cl:17])=[O:8])[N:6]=1, predict the reactants needed to synthesize it. The reactants are: [Cl:1][C:2]1[S:3][C:4]([C:10]([O:12][CH2:13][CH3:14])=[O:11])=[C:5]([C:7](O)=[O:8])[N:6]=1.S(Cl)([Cl:17])=O.